From a dataset of hERG Central: cardiac toxicity at 1µM, 10µM, and general inhibition. Predict hERG channel inhibition at various concentrations. (1) The molecule is CCN(C(=O)COC(=O)c1cn(-c2ccccc2)nc1-c1ccccc1)C1CCS(=O)(=O)C1. Results: hERG_inhib (hERG inhibition (general)): blocker. (2) The drug is CCOC(=O)N1CCN(CCC(=O)c2ccc(Br)cc2)CC1.Cl. Results: hERG_inhib (hERG inhibition (general)): blocker. (3) The drug is Cc1c(C)n(CCCN(C)C)c2ncnc(Nc3ccc(F)cc3)c12. Results: hERG_inhib (hERG inhibition (general)): blocker. (4) The compound is CCc1ccc(C(=O)COC(=O)CNC(=O)c2ccc(Br)o2)cc1. Results: hERG_inhib (hERG inhibition (general)): blocker.